This data is from Catalyst prediction with 721,799 reactions and 888 catalyst types from USPTO. The task is: Predict which catalyst facilitates the given reaction. (1) Reactant: [Cl:1][CH:2]([C:6]1[CH:11]=[CH:10][CH:9]=[CH:8][CH:7]=1)[C:3](Cl)=[O:4].[NH2:12][C:13]1[S:14][CH:15]=[C:16]([C:18]2[CH:23]=[CH:22][C:21]([Cl:24])=[CH:20][CH:19]=2)[N:17]=1.N1C=CC=CC=1. Product: [Cl:1][CH:2]([C:6]1[CH:11]=[CH:10][CH:9]=[CH:8][CH:7]=1)[C:3]([NH:12][C:13]1[S:14][CH:15]=[C:16]([C:18]2[CH:19]=[CH:20][C:21]([Cl:24])=[CH:22][CH:23]=2)[N:17]=1)=[O:4]. The catalyst class is: 12. (2) Product: [Cl:1][C:2]1[CH:7]=[CH:6][C:5]([C:8]2[CH:13]=[CH:12][CH:11]=[C:10]([F:14])[CH:9]=2)=[CH:4][C:3]=1[O:15][CH2:23][C:24]#[N:25]. Reactant: [Cl:1][C:2]1[CH:7]=[CH:6][C:5]([C:8]2[CH:13]=[CH:12][CH:11]=[C:10]([F:14])[CH:9]=2)=[CH:4][C:3]=1[OH:15].C(=O)([O-])[O-].[K+].[K+].Br[CH2:23][C:24]#[N:25]. The catalyst class is: 39. (3) Reactant: [I:1][C:2]1[CH:3]=[CH:4][C:5]([NH2:8])=[N:6][CH:7]=1.C1C(=O)N([Br:16])C(=O)C1. Product: [Br:16][C:4]1[C:5]([NH2:8])=[N:6][CH:7]=[C:2]([I:1])[CH:3]=1. The catalyst class is: 10.